From a dataset of Catalyst prediction with 721,799 reactions and 888 catalyst types from USPTO. Predict which catalyst facilitates the given reaction. (1) Reactant: [F:1][C:2]1[CH:3]=[C:4]([C:16]([CH3:23])([CH3:22])[C:17]([O:19][CH2:20][CH3:21])=[O:18])[CH:5]=[C:6](OC(=O)C(F)(F)F)[C:7]=1[F:8].[Cl-].[Li+].[CH:26]([Sn](CCCC)(CCCC)CCCC)=[CH2:27].[F-].[K+]. Product: [CH:26]([C:6]1[CH:5]=[C:4]([C:16]([CH3:22])([CH3:23])[C:17]([O:19][CH2:20][CH3:21])=[O:18])[CH:3]=[C:2]([F:1])[C:7]=1[F:8])=[CH2:27]. The catalyst class is: 39. (2) Reactant: [F:1][C:2]1[CH:3]=[C:4]([CH:8]2[CH2:12][CH2:11][CH2:10][N:9]2[C:13]2[CH:18]=[CH:17][N:16]3[N:19]=[CH:20][C:21]([C:22]([OH:24])=O)=[C:15]3[N:14]=2)[CH:5]=[N:6][CH:7]=1.Cl.[C:26]([NH:30][NH2:31])(=[O:29])[CH2:27]C.CCN(C(C)C)C(C)C.CN(C(ON1N=NC2C=CC=NC1=2)=[N+](C)C)C.F[P-](F)(F)(F)(F)F. Product: [C:26]([NH:30][NH:31][C:22]([C:21]1[CH:20]=[N:19][N:16]2[CH:17]=[CH:18][C:13]([N:9]3[CH2:10][CH2:11][CH2:12][CH:8]3[C:4]3[CH:5]=[N:6][CH:7]=[C:2]([F:1])[CH:3]=3)=[N:14][C:15]=12)=[O:24])(=[O:29])[CH3:27]. The catalyst class is: 18. (3) Reactant: C([O:3][C:4]([C@H:6]1[CH2:8][C@@H:7]1[C:9]1[CH:14]=[CH:13][C:12]([O:15][C@H:16]2[C:24]3[C:19](=[C:20]([OH:26])[CH:21]=[CH:22][C:23]=3[F:25])[CH2:18][CH2:17]2)=[CH:11][CH:10]=1)=[O:5])C.N1C=CC=CC=1.[C:33]1(B(O)O)[CH:38]=[CH:37][CH:36]=[CH:35][CH:34]=1.[NH4+].[OH-]. Product: [F:25][C:23]1[CH:22]=[CH:21][C:20]([O:26][C:33]2[CH:38]=[CH:37][CH:36]=[CH:35][CH:34]=2)=[C:19]2[C:24]=1[C@H:16]([O:15][C:12]1[CH:13]=[CH:14][C:9]([C@H:7]3[CH2:8][C@@H:6]3[C:4]([OH:3])=[O:5])=[CH:10][CH:11]=1)[CH2:17][CH2:18]2. The catalyst class is: 221. (4) Reactant: [C:1]1([CH:8]=[CH:7][C:5]([OH:6])=[CH:4][CH:3]=1)[OH:2].[H-].[Na+].[H][H].[CH2:13](Br)[CH2:14][CH2:15][CH2:16][CH2:17][CH2:18][CH2:19][CH3:20]. Product: [CH2:13]([O:2][C:1]1[CH:8]=[CH:7][C:5]([O:6][CH2:13][CH2:14][CH2:15][CH2:16][CH2:17][CH2:18][CH2:19][CH3:20])=[CH:4][CH:3]=1)[CH2:14][CH2:15][CH2:16][CH2:17][CH2:18][CH2:19][CH3:20]. The catalyst class is: 9. (5) Reactant: [Br:1][C:2]1[CH:7]=[C:6]([N+:8]([O-:10])=[O:9])[C:5]([CH3:11])=[CH:4][N+:3]=1[O-:12].CO[CH:15](OC)[N:16]([CH3:18])[CH3:17]. Product: [Br:1][C:2]1[CH:7]=[C:6]([N+:8]([O-:10])=[O:9])[C:5](/[CH:11]=[CH:15]/[N:16]([CH3:18])[CH3:17])=[CH:4][N+:3]=1[O-:12]. The catalyst class is: 9. (6) Reactant: [CH3:1][O:2][C:3](=[O:18])[C:4]1[CH:9]=[CH:8][C:7]([CH2:10]Cl)=[CH:6][C:5]=1[C:12]1[CH:17]=[CH:16][CH:15]=[CH:14][CH:13]=1.C1OCCOCCOCCOCCOCCOC1.[OH:37][C:38]1[CH:39]=[N:40][CH:41]=[CH:42][CH:43]=1.[K]. Product: [CH3:1][O:2][C:3](=[O:18])[C:4]1[CH:9]=[CH:8][C:7]([CH2:10][O:37][C:38]2[CH:39]=[N:40][CH:41]=[CH:42][CH:43]=2)=[CH:6][C:5]=1[C:12]1[CH:17]=[CH:16][CH:15]=[CH:14][CH:13]=1. The catalyst class is: 93.